This data is from Catalyst prediction with 721,799 reactions and 888 catalyst types from USPTO. The task is: Predict which catalyst facilitates the given reaction. (1) Reactant: [Cl:1][C:2]1[CH:3]=[C:4]([NH:19][C:20]2[C:30]3[CH:29]=[C:28]([C:31]([O:33]C)=[O:32])[CH2:27][CH2:26][NH:25][C:24]=3[N:23]=[CH:22][N:21]=2)[CH:5]=[CH:6][C:7]=1[O:8][C:9]1[CH:14]=[CH:13][CH:12]=[C:11]([C:15]([F:18])([F:17])[F:16])[CH:10]=1.[OH-].[Na+].Cl. Product: [Cl:1][C:2]1[CH:3]=[C:4]([NH:19][C:20]2[C:30]3[CH:29]=[C:28]([C:31]([OH:33])=[O:32])[CH2:27][CH2:26][NH:25][C:24]=3[N:23]=[CH:22][N:21]=2)[CH:5]=[CH:6][C:7]=1[O:8][C:9]1[CH:14]=[CH:13][CH:12]=[C:11]([C:15]([F:18])([F:17])[F:16])[CH:10]=1. The catalyst class is: 738. (2) Reactant: Cl.Cl.[CH:3]([C:6]1[S:7][CH:8]=[C:9]([C:11]([N:13]2[CH2:18][C:17]3([CH2:23][CH2:22][NH:21][CH2:20][CH2:19]3)[O:16][CH2:15][CH2:14]2)=[O:12])[N:10]=1)([CH3:5])[CH3:4].[OH-].[Na+]. The catalyst class is: 504. Product: [CH:3]([C:6]1[S:7][CH:8]=[C:9]([C:11]([N:13]2[CH2:18][C:17]3([CH2:19][CH2:20][NH:21][CH2:22][CH2:23]3)[O:16][CH2:15][CH2:14]2)=[O:12])[N:10]=1)([CH3:5])[CH3:4].[CH3:23][CH:17]1[CH2:19][CH2:20][CH2:15][O:16]1. (3) Reactant: [Br:1][C:2]1[CH:3]=[C:4]2[C:9](=[CH:10][CH:11]=1)[C:8](Cl)=[N:7][N:6]=[CH:5]2.[CH:13]([NH:16][C:17]([C@H:19]1[CH2:23][CH2:22][CH:21]([CH3:24])[NH:20]1)=[O:18])([CH3:15])[CH3:14].C(=O)([O-])[O-].[Cs+].[Cs+].C(#N)C. Product: [Br:1][C:2]1[CH:3]=[C:4]2[C:9](=[CH:10][CH:11]=1)[C:8]([N:20]1[CH:21]([CH3:24])[CH2:22][CH2:23][C@@H:19]1[C:17]([NH:16][CH:13]([CH3:15])[CH3:14])=[O:18])=[N:7][N:6]=[CH:5]2. The catalyst class is: 25. (4) Product: [NH2:29][C:24]([CH3:28])([CH2:25][CH2:26][CH3:27])[CH2:23][NH:22][C:20]([C:16]1[N:11]2[CH:12]=[C:13]([CH3:15])[CH:14]=[C:9]([O:8][CH2:1][C:2]3[CH:7]=[CH:6][CH:5]=[CH:4][CH:3]=3)[C:10]2=[N:18][C:17]=1[CH3:19])=[O:21]. Reactant: [CH2:1]([O:8][C:9]1[C:10]2[N:11]([C:16]([C:20]([NH:22][CH2:23][C:24]([NH:29]C(=O)OC(C)(C)C)([CH3:28])[CH2:25][CH2:26][CH3:27])=[O:21])=[C:17]([CH3:19])[N:18]=2)[CH:12]=[C:13]([CH3:15])[CH:14]=1)[C:2]1[CH:7]=[CH:6][CH:5]=[CH:4][CH:3]=1.Cl. The catalyst class is: 27. (5) Product: [F:1][C:2]([F:26])([F:25])[CH2:3][NH:4][C:5]([C:7]1([CH2:20][CH2:21][CH2:22][CH2:23][N:43]2[CH2:42][CH2:41][N:40]([C:37]3[CH:36]=[CH:35][C:34]4[C:39](=[C:30]([O:29][CH2:27][CH3:28])[CH:31]=[CH:32][CH:33]=4)[CH:38]=3)[CH2:45][CH2:44]2)[C:19]2[CH:18]=[CH:17][CH:16]=[CH:15][C:14]=2[C:13]2[C:8]1=[CH:9][CH:10]=[CH:11][CH:12]=2)=[O:6]. The catalyst class is: 9. Reactant: [F:1][C:2]([F:26])([F:25])[CH2:3][NH:4][C:5]([C:7]1([CH2:20][CH2:21][CH2:22][CH2:23]Br)[C:19]2[CH:18]=[CH:17][CH:16]=[CH:15][C:14]=2[C:13]2[C:8]1=[CH:9][CH:10]=[CH:11][CH:12]=2)=[O:6].[CH2:27]([O:29][C:30]1[CH:31]=[CH:32][CH:33]=[C:34]2[C:39]=1[CH:38]=[C:37]([N:40]1[CH2:45][CH2:44][NH:43][CH2:42][CH2:41]1)[CH:36]=[CH:35]2)[CH3:28].C(=O)([O-])[O-].[K+].[K+].